Task: Predict the product of the given reaction.. Dataset: Forward reaction prediction with 1.9M reactions from USPTO patents (1976-2016) Given the reactants [F:1][C:2]1[CH:3]=[C:4]([C@H:9]2[N:14]([CH2:15][C:16]([OH:18])=O)[C:13](=[O:19])[C:12]([CH3:21])([CH3:20])[C@@H:11]([OH:22])[CH2:10]2)[CH:5]=[C:6]([F:8])[CH:7]=1.[NH2:23][C:24]1[CH:25]=[C:26]2[C:39](=[CH:40][CH:41]=1)[CH2:38][C@:28]1([C:36]3[C:31](=[N:32][CH:33]=[CH:34][CH:35]=3)[NH:30][C:29]1=[O:37])[CH2:27]2.C1C=CC2N(O)N=NC=2C=1.C(Cl)CCl, predict the reaction product. The product is: [F:1][C:2]1[CH:3]=[C:4]([C@H:9]2[N:14]([CH2:15][C:16]([NH:23][C:24]3[CH:25]=[C:26]4[C:39](=[CH:40][CH:41]=3)[CH2:38][C@:28]3([C:36]5[C:31](=[N:32][CH:33]=[CH:34][CH:35]=5)[NH:30][C:29]3=[O:37])[CH2:27]4)=[O:18])[C:13](=[O:19])[C:12]([CH3:20])([CH3:21])[C@@H:11]([OH:22])[CH2:10]2)[CH:5]=[C:6]([F:8])[CH:7]=1.